Dataset: Forward reaction prediction with 1.9M reactions from USPTO patents (1976-2016). Task: Predict the product of the given reaction. The product is: [Br:1][C:2]1[CH:23]=[CH:22][C:5]2[N:6]([CH2:20][CH3:21])[C:7]([CH2:9][C:10]3[C:11]([C:13]4[CH:18]=[CH:17][CH:16]=[C:15]([F:19])[CH:14]=4)=[N:35][N:25]([CH3:27])[CH:24]=3)=[N:8][C:4]=2[CH:3]=1.[Br:1][C:2]1[CH:23]=[CH:22][C:5]2[N:6]([CH2:20][CH3:21])[C:7]([CH2:9][C:10]3[CH:34]=[N:35][N:31]([CH3:33])[C:11]=3[C:13]3[CH:18]=[CH:17][CH:16]=[C:15]([F:19])[CH:14]=3)=[N:8][C:4]=2[CH:3]=1. Given the reactants [Br:1][C:2]1[CH:23]=[CH:22][C:5]2[N:6]([CH2:20][CH3:21])[C:7]([CH2:9][CH2:10][C:11]([C:13]3[CH:18]=[CH:17][CH:16]=[C:15]([F:19])[CH:14]=3)=O)=[N:8][C:4]=2[CH:3]=1.[CH3:24][N:25]([CH:27]([N:31]([CH3:33])C)N(C)C)C.[CH3:34][NH:35]N, predict the reaction product.